From a dataset of Reaction yield outcomes from USPTO patents with 853,638 reactions. Predict the reaction yield, written as a fraction of the theoretical maximum amount of product (1.0 means a 100% yield; for example, 0.34 means a 34% yield). (1) The product is [NH2:19][C:15]1[CH:14]=[C:13]([C:11]2[N:10]=[CH:9][N:8]([C:6]([N:5]([CH3:4])[CH:22]3[CH2:27][CH2:26][O:25][CH2:24][CH2:23]3)=[O:7])[CH:12]=2)[CH:18]=[CH:17][CH:16]=1. The yield is 0.810. The catalyst is [Pd].C(OCC)(=O)C. The reactants are C(O)C.[CH3:4][N:5]([CH:22]1[CH2:27][CH2:26][O:25][CH2:24][CH2:23]1)[C:6]([N:8]1[CH:12]=[C:11]([C:13]2[CH:18]=[CH:17][CH:16]=[C:15]([N+:19]([O-])=O)[CH:14]=2)[N:10]=[CH:9]1)=[O:7]. (2) The reactants are [NH2:1][C:2]1[CH:11]=[CH:10][C:5]2[NH:6][C:7](=[O:9])[O:8][C:4]=2[CH:3]=1.[Cl:12][C:13]1[N:18]=[C:17](Cl)[C:16]([CH3:20])=[CH:15][N:14]=1.CO. The catalyst is O. The product is [Cl:12][C:13]1[N:18]=[C:17]([NH:1][C:2]2[CH:11]=[CH:10][C:5]3[NH:6][C:7](=[O:9])[O:8][C:4]=3[CH:3]=2)[C:16]([CH3:20])=[CH:15][N:14]=1. The yield is 0.860. (3) The reactants are Cl[C:2]1[CH:7]=[CH:6][N:5]=[C:4]([C:8]([NH2:10])=[O:9])[CH:3]=1.[OH:11][C:12]1[CH:13]=[CH:14][C:15]([NH:18][C:19]([C:21]2[C:25](=[O:26])[N:24]([C:27]3[CH:32]=[CH:31][CH:30]=[CH:29][CH:28]=3)[N:23]3[CH2:33][CH2:34][CH2:35][C:22]=23)=[O:20])=[N:16][CH:17]=1.CC([O-])(C)C.[K+]. The catalyst is CN(C=O)C.O. The product is [C:8]([C:4]1[CH:3]=[C:2]([O:11][C:12]2[CH:13]=[CH:14][C:15]([NH:18][C:19]([C:21]3[C:25](=[O:26])[N:24]([C:27]4[CH:28]=[CH:29][CH:30]=[CH:31][CH:32]=4)[N:23]4[CH2:33][CH2:34][CH2:35][C:22]=34)=[O:20])=[N:16][CH:17]=2)[CH:7]=[CH:6][N:5]=1)(=[O:9])[NH2:10]. The yield is 0.790. (4) The reactants are [CH:1]1([NH:4][C:5]([NH:7][C:8]2[CH:13]=[CH:12][C:11]([O:14][C:15]3[CH:20]=[CH:19][N:18]=[C:17]4[CH:21]=[C:22]([C:24]5[CH:29]=[CH:28][C:27](C=O)=[CH:26][N:25]=5)[S:23][C:16]=34)=[C:10]([F:32])[CH:9]=2)=[O:6])[CH2:3][CH2:2]1.[OH:33][CH:34]1[CH2:39][CH2:38][NH:37][CH2:36][CH2:35]1.[C:40](O)(=O)C.[BH-](OC(C)=O)(OC(C)=O)OC(C)=O.[Na+]. The catalyst is C(Cl)Cl.CN(C=O)C. The product is [CH:1]1([NH:4][C:5]([NH:7][C:8]2[CH:13]=[CH:12][C:11]([O:14][C:15]3[CH:20]=[CH:19][N:18]=[C:17]4[CH:21]=[C:22]([C:24]5[CH:29]=[CH:28][C:27]([CH2:40][N:37]6[CH2:38][CH2:39][CH:34]([OH:33])[CH2:35][CH2:36]6)=[CH:26][N:25]=5)[S:23][C:16]=34)=[C:10]([F:32])[CH:9]=2)=[O:6])[CH2:2][CH2:3]1. The yield is 0.480. (5) The reactants are CN(C)/[CH:3]=[CH:4]/[C:5]1[C:6]([N+:19]([O-])=O)=[CH:7][C:8]([N+:16]([O-])=O)=[C:9]([CH:15]=1)[C:10]([O:12][CH2:13][CH3:14])=[O:11].[H][H]. The catalyst is [Ni].CCO. The product is [NH2:16][C:8]1[CH:7]=[C:6]2[C:5]([CH:4]=[CH:3][NH:19]2)=[CH:15][C:9]=1[C:10]([O:12][CH2:13][CH3:14])=[O:11]. The yield is 0.300.